This data is from Forward reaction prediction with 1.9M reactions from USPTO patents (1976-2016). The task is: Predict the product of the given reaction. (1) The product is: [C:34]([C:19]1[C:18]([CH2:17][NH:16][C:14]([C@@H:9]2[CH2:10][C@@H:11]([F:13])[CH2:12][N:8]2[C:6]([O:5][C:1]([CH3:4])([CH3:2])[CH3:3])=[O:7])=[O:15])=[CH:23][C:22]([C:24]2[CH:25]=[N:26][C:27]([C:30]([F:33])([F:31])[F:32])=[CH:28][CH:29]=2)=[N:21][CH:20]=1)(=[O:35])[NH2:40]. Given the reactants [C:1]([O:5][C:6]([N:8]1[CH2:12][C@H:11]([F:13])[CH2:10][C@H:9]1[C:14]([NH:16][CH2:17][C:18]1[CH:23]=[C:22]([C:24]2[CH:25]=[N:26][C:27]([C:30]([F:33])([F:32])[F:31])=[CH:28][CH:29]=2)[N:21]=[CH:20][C:19]=1[C:34](O)=[O:35])=[O:15])=[O:7])([CH3:4])([CH3:3])[CH3:2].[NH4+].[Cl-].C[N:40](C(ON1N=NC2C=CC=NC1=2)=[N+](C)C)C.F[P-](F)(F)(F)(F)F.CCN(C(C)C)C(C)C, predict the reaction product. (2) Given the reactants [CH:1]1([O:4][C:5]2[CH:6]=[C:7]([C:15]3[NH:32][C:18]4[CH:19]=[N:20][N:21](COCC[Si](C)(C)C)[C:22](=[O:23])[C:17]=4[C:16]=3[CH2:33][CH:34]3[CH2:36][CH2:35]3)[CH:8]=[CH:9][C:10]=2[O:11][CH:12]([F:14])[F:13])[CH2:3][CH2:2]1.C1(OC2C=C(C3NC4C=NN(COCC[Si](C)(C)C)C(=O)C=4C=3CCC)C=CC=2OC(F)F)CC1, predict the reaction product. The product is: [CH:1]1([O:4][C:5]2[CH:6]=[C:7]([C:15]3[NH:32][C:18]4[CH:19]=[N:20][NH:21][C:22](=[O:23])[C:17]=4[C:16]=3[CH2:33][CH:34]3[CH2:36][CH2:35]3)[CH:8]=[CH:9][C:10]=2[O:11][CH:12]([F:13])[F:14])[CH2:3][CH2:2]1. (3) The product is: [Br:1][C:2]1[CH:7]=[C:6]([F:8])[CH:5]=[CH:4][C:3]=1[N:9]([S:24]([CH2:22][CH3:23])(=[O:26])=[O:25])[S:10]([CH2:13][CH3:14])(=[O:12])=[O:11]. Given the reactants [Br:1][C:2]1[CH:7]=[C:6]([F:8])[CH:5]=[CH:4][C:3]=1[NH:9][S:10]([CH2:13][CH3:14])(=[O:12])=[O:11].C(N(CC)CC)C.[CH2:22]([S:24](Cl)(=[O:26])=[O:25])[CH3:23].Cl, predict the reaction product. (4) Given the reactants CC1C=CC(S(O[CH2:12][C@@H:13]2[O:27][C:17]3=[C:18]4[C:23](=[CH:24][CH:25]=[C:16]3[O:15][CH2:14]2)[N:22]=[C:21]([CH3:26])[CH:20]=[CH:19]4)(=O)=O)=CC=1.[Cl:28][C:29]1[CH:37]=[C:36]2[C:32]([C:33]([C:38]3[CH2:39][CH2:40]NCC=3)=[CH:34][NH:35]2)=[CH:31][CH:30]=1, predict the reaction product. The product is: [Cl:28][C:29]1[CH:37]=[C:36]2[C:32]([C:33]([CH2:38][CH:39]3[CH2:40][CH2:23][N:22]([CH2:12][CH:13]4[O:27][C:17]5=[C:18]6[C:23](=[CH:24][CH:25]=[C:16]5[O:15][CH2:14]4)[N:22]=[C:21]([CH3:26])[CH:20]=[CH:19]6)[CH2:21][CH2:20]3)=[CH:34][NH:35]2)=[CH:31][CH:30]=1. (5) Given the reactants [C:1]1(=[O:6])[CH2:5][CH2:4][CH:3]=[CH:2]1.[C:7]1(=[O:13])[CH2:12][CH2:11][CH2:10][CH2:9][CH2:8]1, predict the reaction product. The product is: [C:1]1(=[O:6])[CH2:5][CH2:4][CH2:3][CH2:2][CH:8]=[CH:7]1.[C:7]1(=[O:13])[CH2:2][CH2:1][CH2:8][CH2:9][CH2:10][CH:11]=[CH:12]1.[CH:5]1[C:1](=[O:6])[CH2:5][CH2:1][CH2:2][CH2:3][CH2:8][CH2:9][CH2:10][CH2:11][CH2:12][CH2:7][CH2:2][CH2:3][CH:4]=1. (6) Given the reactants [CH3:1][O:2][C:3]1[CH:4]=[C:5]2[C:10](=[CH:11][C:12]=1[O:13][CH3:14])[N:9]=[C:8]([C:15]1[CH:20]=[C:19]([O:21][CH3:22])[C:18]([O:23][CH3:24])=[C:17]([O:25][CH3:26])[CH:16]=1)[N:7]=[C:6]2[C:27]([O:29]C)=[O:28].O1CCCC1.[OH-].[Na+], predict the reaction product. The product is: [CH3:1][O:2][C:3]1[CH:4]=[C:5]2[C:10](=[CH:11][C:12]=1[O:13][CH3:14])[N:9]=[C:8]([C:15]1[CH:16]=[C:17]([O:25][CH3:26])[C:18]([O:23][CH3:24])=[C:19]([O:21][CH3:22])[CH:20]=1)[N:7]=[C:6]2[C:27]([OH:29])=[O:28].